Dataset: Full USPTO retrosynthesis dataset with 1.9M reactions from patents (1976-2016). Task: Predict the reactants needed to synthesize the given product. (1) Given the product [CH:16]([CH:15]1[C:5]2=[CH:6][C:7]3[CH:8]=[CH:9][C:10]([S:13][CH3:14])=[CH:11][C:12]=3[N:4]2[CH2:3][CH2:2][NH:1]1)([CH3:18])[CH3:17], predict the reactants needed to synthesize it. The reactants are: [NH2:1][CH2:2][CH2:3][N:4]1[C:12]2[C:7](=[CH:8][CH:9]=[C:10]([S:13][CH3:14])[CH:11]=2)[CH:6]=[C:5]1[C:15](=O)[CH:16]([CH3:18])[CH3:17].CCN(CC)CC.[BH4-].[Na+]. (2) The reactants are: [O:1]=[S:2]1(=[O:23])[CH2:6][CH2:5][CH2:4][N:3]1[C:7]1[CH:15]=[C:14]([N:16]2[CH2:20][CH2:19][CH2:18][S:17]2(=[O:22])=[O:21])[CH:13]=[CH:12][C:8]=1[C:9](O)=[O:10].Cl.[CH:25]1([C:28]2[CH:29]=[C:30]([CH3:40])[C:31]([N:34]3[CH2:39][CH2:38][NH:37][CH2:36][CH2:35]3)=[N:32][CH:33]=2)[CH2:27][CH2:26]1. Given the product [O:23]=[S:2]1(=[O:1])[CH2:6][CH2:5][CH2:4][N:3]1[C:7]1[CH:15]=[C:14]([N:16]2[CH2:20][CH2:19][CH2:18][S:17]2(=[O:21])=[O:22])[CH:13]=[CH:12][C:8]=1[C:9]([N:37]1[CH2:36][CH2:35][N:34]([C:31]2[C:30]([CH3:40])=[CH:29][C:28]([CH:25]3[CH2:27][CH2:26]3)=[CH:33][N:32]=2)[CH2:39][CH2:38]1)=[O:10], predict the reactants needed to synthesize it. (3) Given the product [C:21]([N:25]1[CH:4]=[CH:5][C:6]([C:7]([F:8])([F:9])[F:10])=[N:26]1)([CH3:24])([CH3:23])[CH3:22], predict the reactants needed to synthesize it. The reactants are: C(O[CH:4]=[CH:5][C:6](=O)[C:7]([F:10])([F:9])[F:8])C.C([O-])(=O)C.[Na+].C(O)C.Cl.[C:21]([NH:25][NH2:26])([CH3:24])([CH3:23])[CH3:22]. (4) Given the product [CH2:20]([O:19][C:17]([C:16]1[C:6]2[NH:7][C:8]3[CH:9]=[CH:10][CH:11]=[CH:12][C:13]=3[C:5]=2[CH2:4][CH:2]([CH3:1])[NH:3][CH:15]=1)=[O:18])[CH2:21][CH3:22], predict the reactants needed to synthesize it. The reactants are: [CH3:1][CH:2]([CH2:4][C:5]1[C:13]2[C:8](=[CH:9][CH:10]=[CH:11][CH:12]=2)[NH:7][CH:6]=1)[NH2:3].Br[CH2:15][C:16](=O)[C:17]([O:19][CH2:20][CH2:21][CH3:22])=[O:18]. (5) Given the product [C:16]1([CH2:15][CH2:14][CH2:13][CH2:12][CH2:11][CH2:10][C:9]([C:22]2[O:23][C:24]([C:27]3[CH:34]=[CH:33][CH:32]=[CH:31][C:28]=3[C:29]#[N:30])=[CH:25][N:26]=2)=[O:8])[CH:21]=[CH:20][CH:19]=[CH:18][CH:17]=1, predict the reactants needed to synthesize it. The reactants are: [Si]([O:8][CH:9]([C:22]1[O:23][C:24]([C:27]2[CH:34]=[CH:33][CH:32]=[CH:31][C:28]=2[C:29]#[N:30])=[CH:25][N:26]=1)[CH2:10][CH2:11][CH2:12][CH2:13][CH2:14][CH2:15][C:16]1[CH:21]=[CH:20][CH:19]=[CH:18][CH:17]=1)(C(C)(C)C)(C)C.[Si](OC(C1OC([Sn](CCCC)(CCCC)CCCC)=CN=1)CCCCCCC1C=CC=CC=1)(C(C)(C)C)(C)C.BrC1C=CC=CC=1C#N. (6) Given the product [C:40]([O:26][C:25](=[O:34])[NH:24][C@@H:10]1[C@@H:11]([C:15]2[CH:20]=[C:19]([F:21])[C:18]([F:22])=[CH:17][C:16]=2[F:23])[CH2:12][C:13](=[O:14])[N:8]([CH2:7][C:6]2[CH:35]=[CH:36][C:3]([O:2][CH3:1])=[CH:4][CH:5]=2)[CH2:9]1)([CH3:43])([CH3:42])[CH3:41], predict the reactants needed to synthesize it. The reactants are: [CH3:1][O:2][C:3]1[CH:36]=[CH:35][C:6]([CH2:7][N:8]2[C:13](=[O:14])[CH2:12][C@@H:11]([C:15]3[CH:20]=[C:19]([F:21])[C:18]([F:22])=[CH:17][C:16]=3[F:23])[C@H:10]([NH:24][C:25](=[O:34])[O:26]CC3C=CC=CC=3)[CH2:9]2)=[CH:5][CH:4]=1.C(OC(O[C:40]([CH3:43])([CH3:42])[CH3:41])=O)(O[C:40]([CH3:43])([CH3:42])[CH3:41])=O.[H][H]. (7) Given the product [Cl:26][C:5]1[C:6]([N:11]2[CH2:16][CH2:15][N:14]([CH2:17][C:18]([NH:20][C:21]3[S:22][CH:23]=[CH:24][N:25]=3)=[O:19])[CH2:13][CH2:12]2)=[C:7]2[N:8]=[C:41]([C:40]3[CH:39]=[CH:38][C:37]([CH2:36][N:30]4[CH2:35][CH2:34][O:33][CH2:32][CH2:31]4)=[CH:44][CH:43]=3)[NH:1][C:2]2=[N:3][CH:4]=1, predict the reactants needed to synthesize it. The reactants are: [NH2:1][C:2]1[C:7]([N+:8]([O-])=O)=[C:6]([N:11]2[CH2:16][CH2:15][N:14]([CH2:17][C:18]([NH:20][C:21]3[S:22][CH:23]=[CH:24][N:25]=3)=[O:19])[CH2:13][CH2:12]2)[C:5]([Cl:26])=[CH:4][N:3]=1.CCO.[N:30]1([CH2:36][C:37]2[CH:44]=[CH:43][C:40]([CH:41]=O)=[CH:39][CH:38]=2)[CH2:35][CH2:34][O:33][CH2:32][CH2:31]1.[O-]S(S([O-])=O)=O.[Na+].[Na+].